From a dataset of Reaction yield outcomes from USPTO patents with 853,638 reactions. Predict the reaction yield, written as a fraction of the theoretical maximum amount of product (1.0 means a 100% yield; for example, 0.34 means a 34% yield). (1) The reactants are C(OC(=O)[NH:10][CH2:11][CH2:12][CH2:13][CH2:14][C:15]1[CH:20]=[CH:19][C:18]([CH2:21][CH2:22][CH2:23][CH2:24][NH:25][CH2:26][C@@H:27]([C:29]2[CH:34]=[CH:33][C:32]([O:35][CH2:36][C:37]3C=CC=CC=3)=[C:31]([NH:43][S:44]([CH2:47]CC3C=CC=CC=3)(=[O:46])=[O:45])[CH:30]=2)[OH:28])=[CH:17][CH:16]=1)C1C=CC=CC=1.C[OH:57]. The catalyst is C(O)(=O)C.[OH-].[OH-].[Pd+2].ClCCl. The product is [C:36]([OH:57])(=[O:35])[CH3:37].[C:36]([OH:57])(=[O:35])[CH3:37].[NH2:10][CH2:11][CH2:12][CH2:13][CH2:14][C:15]1[CH:20]=[CH:19][C:18]([CH2:21][CH2:22][CH2:23][CH2:24][NH:25][CH2:26][C@@H:27]([C:29]2[CH:34]=[CH:33][C:32]([OH:35])=[C:31]([NH:43][S:44]([CH3:47])(=[O:46])=[O:45])[CH:30]=2)[OH:28])=[CH:17][CH:16]=1. The yield is 0.960. (2) The reactants are [C:1]([C:5]1[CH:9]=[C:8]([NH:10][C:11]([NH:13][C@@H:14]2[C:23]3[C:18](=[CH:19][CH:20]=[CH:21][CH:22]=3)[C@H:17]([O:24][C:25]3[CH:26]=[CH:27][C:28]4[N:29]([C:31]([N:34]5[CH2:39][CH2:38][CH2:37][CH2:36][CH2:35]5)=[N:32][N:33]=4)[CH:30]=3)[CH2:16][CH2:15]2)=[O:12])[N:7]([C:40]2[CH:41]=[N:42][N:43]([CH2:45][CH2:46][CH2:47][O:48]C3CCCCO3)[CH:44]=2)[N:6]=1)([CH3:4])([CH3:3])[CH3:2].C1(C)C=CC(S([O-])(=O)=O)=CC=1.[NH+]1C=CC=CC=1.O.C([O-])(O)=O.[Na+]. The catalyst is CO. The product is [C:1]([C:5]1[CH:9]=[C:8]([NH:10][C:11]([NH:13][C@@H:14]2[C:23]3[C:18](=[CH:19][CH:20]=[CH:21][CH:22]=3)[C@H:17]([O:24][C:25]3[CH:26]=[CH:27][C:28]4[N:29]([C:31]([N:34]5[CH2:35][CH2:36][CH2:37][CH2:38][CH2:39]5)=[N:32][N:33]=4)[CH:30]=3)[CH2:16][CH2:15]2)=[O:12])[N:7]([C:40]2[CH:41]=[N:42][N:43]([CH2:45][CH2:46][CH2:47][OH:48])[CH:44]=2)[N:6]=1)([CH3:4])([CH3:2])[CH3:3]. The yield is 0.700. (3) The reactants are [N:1]1[CH:6]=[CH:5][CH:4]=[CH:3][C:2]=1/[CH:7]=[CH:8]/[C:9]#[N:10].[BH4-].[Na+].O. The catalyst is CC(O)C. The product is [N:1]1[CH:6]=[CH:5][CH:4]=[CH:3][C:2]=1[CH2:7][CH2:8][C:9]#[N:10]. The yield is 0.820. (4) The reactants are [C:1]([O:9][C@H:10]1[C@@H:15]([O:16][C:17](=[O:24])[C:18]2[CH:23]=[CH:22][CH:21]=[CH:20][CH:19]=2)[C@H:14]2[CH2:25][C@@H:11]1[C:12](=[O:33])[N:13]2[C:26]([O:28][C:29]([CH3:32])([CH3:31])[CH3:30])=[O:27])(=[O:8])[C:2]1[CH:7]=[CH:6][CH:5]=[CH:4][CH:3]=1.[BH4-].[Na+]. The catalyst is CO. The product is [C:1]([O:9][C@@H:10]1[C@@H:11]([CH2:12][OH:33])[CH2:25][C@@H:14]([NH:13][C:26]([O:28][C:29]([CH3:32])([CH3:31])[CH3:30])=[O:27])[C@@H:15]1[O:16][C:17](=[O:24])[C:18]1[CH:19]=[CH:20][CH:21]=[CH:22][CH:23]=1)(=[O:8])[C:2]1[CH:3]=[CH:4][CH:5]=[CH:6][CH:7]=1. The yield is 0.800. (5) The reactants are C(O[CH2:5][C@@H:6]([O:23]S(C)(=O)=O)[C@@H:7]([NH:15][C:16]([O:18][C:19]([CH3:22])([CH3:21])[CH3:20])=[O:17])[CH2:8][C:9]1[CH:14]=[CH:13][CH:12]=[CH:11][CH:10]=1)(=O)C.C1COCC1.C([O-])([O-])=O.[K+].[K+]. The catalyst is CO. The product is [O:23]1[CH2:5][C@H:6]1[C@@H:7]([NH:15][C:16](=[O:17])[O:18][C:19]([CH3:20])([CH3:21])[CH3:22])[CH2:8][C:9]1[CH:10]=[CH:11][CH:12]=[CH:13][CH:14]=1. The yield is 0.900. (6) The reactants are C([Li])CCC.Br[C:7]1[CH:12]=[CH:11][C:10]([S:13]([NH:16][CH2:17][CH2:18][O:19][CH3:20])(=[O:15])=[O:14])=[CH:9][CH:8]=1.C([O:24][B:25](OC(C)C)[O:26]C(C)C)(C)C. The catalyst is C1COCC1. The product is [CH3:20][O:19][CH2:18][CH2:17][NH:16][S:13]([C:10]1[CH:11]=[CH:12][C:7]([B:25]([OH:26])[OH:24])=[CH:8][CH:9]=1)(=[O:15])=[O:14]. The yield is 0.890.